This data is from NCI-60 drug combinations with 297,098 pairs across 59 cell lines. The task is: Regression. Given two drug SMILES strings and cell line genomic features, predict the synergy score measuring deviation from expected non-interaction effect. (1) Cell line: MDA-MB-435. Drug 2: CS(=O)(=O)OCCCCOS(=O)(=O)C. Drug 1: CC1=CC2C(CCC3(C2CCC3(C(=O)C)OC(=O)C)C)C4(C1=CC(=O)CC4)C. Synergy scores: CSS=-13.5, Synergy_ZIP=8.36, Synergy_Bliss=3.43, Synergy_Loewe=-7.29, Synergy_HSA=-7.75. (2) Cell line: NCI/ADR-RES. Drug 2: CCC1(CC2CC(C3=C(CCN(C2)C1)C4=CC=CC=C4N3)(C5=C(C=C6C(=C5)C78CCN9C7C(C=CC9)(C(C(C8N6C=O)(C(=O)OC)O)OC(=O)C)CC)OC)C(=O)OC)O.OS(=O)(=O)O. Synergy scores: CSS=2.83, Synergy_ZIP=-1.78, Synergy_Bliss=-1.02, Synergy_Loewe=-1.88, Synergy_HSA=-2.28. Drug 1: CS(=O)(=O)C1=CC(=C(C=C1)C(=O)NC2=CC(=C(C=C2)Cl)C3=CC=CC=N3)Cl. (3) Drug 1: CCC1(CC2CC(C3=C(CCN(C2)C1)C4=CC=CC=C4N3)(C5=C(C=C6C(=C5)C78CCN9C7C(C=CC9)(C(C(C8N6C=O)(C(=O)OC)O)OC(=O)C)CC)OC)C(=O)OC)O.OS(=O)(=O)O. Drug 2: CCC1(C2=C(COC1=O)C(=O)N3CC4=CC5=C(C=CC(=C5CN(C)C)O)N=C4C3=C2)O.Cl. Cell line: DU-145. Synergy scores: CSS=61.6, Synergy_ZIP=-3.85, Synergy_Bliss=-3.54, Synergy_Loewe=-12.9, Synergy_HSA=-0.813.